From a dataset of Full USPTO retrosynthesis dataset with 1.9M reactions from patents (1976-2016). Predict the reactants needed to synthesize the given product. (1) Given the product [CH3:37][C:35]1[N:36]=[C:31]([NH:1][C:2]2[S:3][C:4]3[C:9]([N:10]=2)=[CH:8][CH:7]=[C:6]([C:11]2[CH:12]=[C:13]([CH:27]=[CH:28][CH:29]=2)[C:14]([NH:16][C:17]2[CH:22]=[CH:21][CH:20]=[C:19]([C:23]([F:26])([F:25])[F:24])[CH:18]=2)=[O:15])[N:5]=3)[CH:32]=[C:33]([N:38]2[CH2:39][CH2:40][NH:41][CH2:42][CH2:43]2)[N:34]=1.[C:101]([OH:103])([C:100]([F:105])([F:104])[F:99])=[O:102], predict the reactants needed to synthesize it. The reactants are: [NH2:1][C:2]1[S:3][C:4]2[C:9]([N:10]=1)=[CH:8][CH:7]=[C:6]([C:11]1[CH:12]=[C:13]([CH:27]=[CH:28][CH:29]=1)[C:14]([NH:16][C:17]1[CH:22]=[CH:21][CH:20]=[C:19]([C:23]([F:26])([F:25])[F:24])[CH:18]=1)=[O:15])[N:5]=2.Cl[C:31]1[N:36]=[C:35]([CH3:37])[N:34]=[C:33]([N:38]2[CH2:43][CH2:42][N:41](C(OC(C)(C)C)=O)[CH2:40][CH2:39]2)[CH:32]=1.C([O-])([O-])=O.[K+].[K+].CC1(C)C2C=CC=C(P(C3C=CC=CC=3)C3C=CC=CC=3)C=2OC2C1=CC=CC=2P(C1C=CC=CC=1)C1C=CC=CC=1.[F:99][C:100]([F:105])([F:104])[C:101]([OH:103])=[O:102]. (2) Given the product [CH3:30][C:25]1([CH3:29])[CH2:24][C:23]2([CH2:31][CH2:32][CH2:33][N:21]([CH:18]3[CH2:19][CH2:20][N:15]([C:13]([C:12]4[N:8]=[C:9]([C:40]5[CH:41]=[CH:42][CH:43]=[CH:44][CH:45]=5)[NH:10][C:11]=4[NH:34][C:35]([NH:37][CH2:38][CH3:39])=[O:36])=[O:14])[CH2:16][CH2:17]3)[CH2:22]2)[C:27](=[O:28])[O:26]1, predict the reactants needed to synthesize it. The reactants are: C([N:8]1[C:12]([C:13]([N:15]2[CH2:20][CH2:19][CH:18]([N:21]3[CH2:33][CH2:32][CH2:31][C:23]4([C:27](=[O:28])[O:26][C:25]([CH3:30])([CH3:29])[CH2:24]4)[CH2:22]3)[CH2:17][CH2:16]2)=[O:14])=[C:11]([NH:34][C:35]([NH:37][CH2:38][CH3:39])=[O:36])[N:10]=[C:9]1[C:40]1[CH:45]=[CH:44][CH:43]=[CH:42][CH:41]=1)C1C=CC=CC=1.